The task is: Predict the product of the given reaction.. This data is from Forward reaction prediction with 1.9M reactions from USPTO patents (1976-2016). (1) The product is: [CH3:1][O:2][C:3]1[CH:4]=[C:5]([CH:10]=[CH:11][C:12]=1[N:13]1[CH:17]=[C:16]([CH3:18])[N:15]=[CH:14]1)[C:6]([OH:8])=[O:7]. Given the reactants [CH3:1][O:2][C:3]1[CH:4]=[C:5]([CH:10]=[CH:11][C:12]=1[N:13]1[CH:17]=[C:16]([CH3:18])[N:15]=[CH:14]1)[C:6]([O:8]C)=[O:7].Cl.O, predict the reaction product. (2) The product is: [OH:16][CH:13]([CH2:14][OH:15])[CH2:12][NH:11][C:9]([C:8]1[C:17]([I:24])=[C:18]([N:21]([CH2:32][CH:33]([OH:67])[CH2:34][NH:35][C:42]2[C:55]([I:56])=[C:46]([C:47]([NH:49][CH2:50][CH:51]([OH:54])[CH2:52][OH:53])=[O:48])[C:45]([I:57])=[C:44]([C:43]=2[I:66])[C:58]([NH:60][CH2:61][CH:62]([OH:65])[CH2:63][OH:64])=[O:59])[CH:22]=[O:23])[C:19]([I:20])=[C:6]([C:5](=[O:26])[NH:4][CH2:3][CH:2]([OH:1])[CH2:27][OH:28])[C:7]=1[I:25])=[O:10]. Given the reactants [OH:1][CH:2]([CH2:27][OH:28])[CH2:3][NH:4][C:5](=[O:26])[C:6]1[C:19]([I:20])=[C:18]([NH:21][CH:22]=[O:23])[C:17]([I:24])=[C:8]([C:9]([NH:11][CH2:12][CH:13]([OH:16])[CH2:14][OH:15])=[O:10])[C:7]=1[I:25].[OH-].[K+].Br[CH2:32][CH:33]([OH:67])[CH2:34][N:35]([C:42]1[C:43]([I:66])=[C:44]([C:58]([NH:60][CH2:61][CH:62]([OH:65])[CH2:63][OH:64])=[O:59])[C:45]([I:57])=[C:46]([C:55]=1[I:56])[C:47]([NH:49][CH2:50][CH:51]([OH:54])[CH2:52][OH:53])=[O:48])C(=O)C(F)(F)F.C(#N)C, predict the reaction product. (3) Given the reactants C[CH:2]([CH2:11][CH2:12]C=C(C)C)[CH2:3][CH2:4][CH2:5][C:6](=[O:10])[C:7]([O-:9])=[O:8].O=C(CCC)C(O[CH2:22][CH2:23][CH:24]([CH3:31])[CH2:25][CH2:26][CH:27]=[C:28]([CH3:30])[CH3:29])=O.O=C(CCCCCCCCCCCCCC)C(OCCC(C)CCC=C(C)C)=O.CC(CCC=C(C)C)CCC(C)C(=O)C([O-])=O.C1(C(=O)C(OCCC(C)CCC=C(C)C)=O)CCCCC1.O=C(C1C=CC=CC=1)C(OCCC(C)CCC=C(C)C)=O.CC(CCCCCCCCCCCC)C(=O)C(OCCC(C)CCC=C(C)C)=O.C1(C(=O)C(OCC2C=CC(OC)=CC=2)=O)CCCCC1.CC(CC)C(=O)C(OCCC(C)CCC=C(C)C)=O.C1(C(=O)C(OCC(C)CC2C=CC(C(C)(C)C)=CC=2)=O)CCCCC1.C1(C(=O)C(OCCCCCCCCCC)=O)CCCCC1, predict the reaction product. The product is: [CH:5]1([C:6](=[O:10])[C:7]([O:9][C@H:26]2[C@H:27]([CH:28]([CH3:29])[CH3:30])[CH2:22][CH2:23][C@@H:24]([CH3:31])[CH2:25]2)=[O:8])[CH2:4][CH2:3][CH2:2][CH2:11][CH2:12]1. (4) Given the reactants [C:1]([C:4]1[CH:9]=[CH:8][CH:7]=[CH:6][N:5]=1)(=[O:3])[CH3:2].C(Cl)Cl.CCN(C(C)C)C(C)C.[Si:22](OS(C(F)(F)F)(=O)=O)([CH:29]([CH3:31])[CH3:30])([CH:26]([CH3:28])[CH3:27])[CH:23]([CH3:25])[CH3:24], predict the reaction product. The product is: [CH:23]([Si:22]([CH:29]([CH3:31])[CH3:30])([CH:26]([CH3:28])[CH3:27])[O:3][C:1]([C:4]1[CH:9]=[CH:8][CH:7]=[CH:6][N:5]=1)=[CH2:2])([CH3:25])[CH3:24]. (5) Given the reactants [NH2:1][C:2]1[CH:10]=[N:9][CH:8]=[CH:7][C:3]=1[C:4]([OH:6])=[O:5].S(=O)(=O)(O)O.[OH-].[Na+].[CH:18](=O)[C:19]1[CH:24]=[CH:23][CH:22]=[CH:21][CH:20]=1.C([BH3-])#N.[Na+].[CH2:30](O)[CH3:31], predict the reaction product. The product is: [C:19]1([CH2:18][NH:1][C:2]2[CH:10]=[N:9][CH:8]=[CH:7][C:3]=2[C:4]([O:6][CH2:30][CH3:31])=[O:5])[CH:24]=[CH:23][CH:22]=[CH:21][CH:20]=1. (6) The product is: [C:1]([NH:3][C:4]([NH:40][C@H:37]1[CH2:36][C@H:35]2[C@:31]([C:25]3[CH:26]=[CH:27][C:28]([O:29][CH3:30])=[C:23]([O:22][CH3:21])[CH:24]=3)([CH2:32][CH2:33][N:34]2[CH3:41])[CH2:39][CH2:38]1)=[N:12][C:13]1[C:14]([O:19][CH3:20])=[N:15][CH:16]=[CH:17][CH:18]=1)#[N:2]. Given the reactants [C:1]([NH:3][C:4](=[N:12][C:13]1[C:14]([O:19][CH3:20])=[N:15][CH:16]=[CH:17][CH:18]=1)OC1C=CC=CC=1)#[N:2].[CH3:21][O:22][C:23]1[CH:24]=[C:25]([C@@:31]23[CH2:39][CH2:38][C@@H:37]([NH2:40])[CH2:36][C@@H:35]2[N:34]([CH3:41])[CH2:33][CH2:32]3)[CH:26]=[CH:27][C:28]=1[O:29][CH3:30], predict the reaction product.